Regression. Given two drug SMILES strings and cell line genomic features, predict the synergy score measuring deviation from expected non-interaction effect. From a dataset of NCI-60 drug combinations with 297,098 pairs across 59 cell lines. (1) Drug 1: C1CN1C2=NC(=NC(=N2)N3CC3)N4CC4. Drug 2: C1=NC2=C(N1)C(=S)N=C(N2)N. Cell line: SF-268. Synergy scores: CSS=63.5, Synergy_ZIP=-2.15, Synergy_Bliss=-1.84, Synergy_Loewe=-3.79, Synergy_HSA=1.36. (2) Drug 1: CN1CCC(CC1)COC2=C(C=C3C(=C2)N=CN=C3NC4=C(C=C(C=C4)Br)F)OC. Drug 2: CCC1(CC2CC(C3=C(CCN(C2)C1)C4=CC=CC=C4N3)(C5=C(C=C6C(=C5)C78CCN9C7C(C=CC9)(C(C(C8N6C)(C(=O)OC)O)OC(=O)C)CC)OC)C(=O)OC)O.OS(=O)(=O)O. Cell line: HL-60(TB). Synergy scores: CSS=29.4, Synergy_ZIP=9.66, Synergy_Bliss=16.6, Synergy_Loewe=-53.4, Synergy_HSA=11.4. (3) Drug 1: C1=CC(=CC=C1CCCC(=O)O)N(CCCl)CCCl. Drug 2: C1CN(P(=O)(OC1)NCCCl)CCCl. Cell line: SK-MEL-28. Synergy scores: CSS=7.43, Synergy_ZIP=-4.99, Synergy_Bliss=-4.73, Synergy_Loewe=-5.76, Synergy_HSA=-5.16. (4) Drug 1: CC1=C(C(CCC1)(C)C)C=CC(=CC=CC(=CC(=O)O)C)C. Drug 2: COCCOC1=C(C=C2C(=C1)C(=NC=N2)NC3=CC=CC(=C3)C#C)OCCOC.Cl. Cell line: SF-295. Synergy scores: CSS=-1.32, Synergy_ZIP=1.43, Synergy_Bliss=-0.623, Synergy_Loewe=-6.05, Synergy_HSA=-4.99. (5) Drug 1: CC12CCC(CC1=CCC3C2CCC4(C3CC=C4C5=CN=CC=C5)C)O. Drug 2: C1=NC2=C(N1)C(=S)N=CN2. Cell line: HCT-15. Synergy scores: CSS=13.1, Synergy_ZIP=-8.52, Synergy_Bliss=-5.90, Synergy_Loewe=-14.9, Synergy_HSA=-6.51. (6) Drug 1: CC1=C(C=C(C=C1)NC(=O)C2=CC=C(C=C2)CN3CCN(CC3)C)NC4=NC=CC(=N4)C5=CN=CC=C5. Drug 2: C(=O)(N)NO. Cell line: 786-0. Synergy scores: CSS=-2.07, Synergy_ZIP=0.860, Synergy_Bliss=0.977, Synergy_Loewe=-2.64, Synergy_HSA=-2.65.